Dataset: Forward reaction prediction with 1.9M reactions from USPTO patents (1976-2016). Task: Predict the product of the given reaction. (1) Given the reactants [NH2:1][CH:2]([CH:7]([C:9]1[C:17]2[C:12](=[CH:13][CH:14]=[CH:15][CH:16]=2)[NH:11][CH:10]=1)[CH3:8])[C:3]([O:5][CH3:6])=[O:4].C(N(CC)CC)C.[CH:25]1[C:37]2[CH:36]([CH2:38][O:39][C:40](Cl)=[O:41])[C:35]3[C:30](=[CH:31][CH:32]=[CH:33][CH:34]=3)[C:29]=2[CH:28]=[CH:27][CH:26]=1, predict the reaction product. The product is: [CH:25]1[C:37]2[CH:36]([CH2:38][O:39][C:40]([NH:1][CH:2]([CH:7]([C:9]3[C:17]4[C:12](=[CH:13][CH:14]=[CH:15][CH:16]=4)[NH:11][CH:10]=3)[CH3:8])[C:3]([O:5][CH3:6])=[O:4])=[O:41])[C:35]3[C:30](=[CH:31][CH:32]=[CH:33][CH:34]=3)[C:29]=2[CH:28]=[CH:27][CH:26]=1. (2) Given the reactants [F:1][C@H:2]1[CH2:19][C@@:17]2([CH3:18])[C@@H:13]([CH2:14][CH2:15][C:16]2=[O:20])[C@H:12]2[C@H:3]1[C:4]1[CH:5]=[CH:6][C:7](OC3CCCCO3)=[CH:8][C:9]=1[CH2:10][C@H:11]2[CH2:21][CH2:22][CH2:23][CH2:24][CH2:25][N:26]([CH2:28][CH2:29][CH2:30][O:31][Si](C(C)(C)C)(C)C)[CH3:27].[F-].C([N+](CCCC)(CCCC)CCCC)CCC, predict the reaction product. The product is: [F:1][C@H:2]1[CH2:19][C@@:17]2([CH3:18])[C@@H:13]([CH2:14][CH2:15][C:16]2=[O:20])[C@H:12]2[C@H:3]1[C:4]1[CH:5]=[CH:6][CH:7]=[CH:8][C:9]=1[CH2:10][C@H:11]2[CH2:21][CH2:22][CH2:23][CH2:24][CH2:25][N:26]([CH2:28][CH2:29][CH2:30][OH:31])[CH3:27]. (3) The product is: [C:1]([NH:4][C:5]1[S:6][C:7]([C:11]2[N:12]=[C:13]([C:16]([NH:26][CH2:25][CH:23]([OH:24])[CH2:22][OH:21])=[O:17])[S:14][CH:15]=2)=[C:8]([CH3:10])[N:9]=1)(=[O:3])[CH3:2]. Given the reactants [C:1]([NH:4][C:5]1[S:6][C:7]([C:11]2[N:12]=[C:13]([C:16](Cl)=[O:17])[S:14][CH:15]=2)=[C:8]([CH3:10])[N:9]=1)(=[O:3])[CH3:2].CC1(C)[O:24][CH:23]([CH2:25][NH2:26])[CH2:22][O:21]1.C(N(CC)CC)C, predict the reaction product. (4) Given the reactants [CH:1]([C:3]1[C:4]([CH3:17])=[C:5]2[C:9](=[CH:10][CH:11]=1)[C@@H:8]([CH2:12][C:13]([O:15][CH3:16])=[O:14])[CH2:7][CH2:6]2)=[O:2].OO.[O-:20]Cl=O.[Na+].OS([O-])=O.[Na+], predict the reaction product. The product is: [C:1]([C:3]1[C:4]([CH3:17])=[C:5]2[C:9](=[CH:10][CH:11]=1)[C@@H:8]([CH2:12][C:13]([O:15][CH3:16])=[O:14])[CH2:7][CH2:6]2)([OH:20])=[O:2]. (5) Given the reactants [C:1]([O:5][C:6]([NH:8][C:9]1[CH:10]=[C:11]([C:18]([OH:20])=[O:19])[N:12]([CH2:14][CH:15]2[CH2:17][CH2:16]2)[CH:13]=1)=[O:7])([CH3:4])([CH3:3])[CH3:2].C(N(C(C)C)CC)(C)C.FC(F)(F)C(O)=O.[F:37][C:38]1[C:43](O)=[C:42]([F:45])[C:41]([F:46])=[C:40]([F:47])[C:39]=1[F:48], predict the reaction product. The product is: [F:37][C:38]1[C:43]([O:19][C:18]([C:11]2[N:12]([CH2:14][CH:15]3[CH2:16][CH2:17]3)[CH:13]=[C:9]([NH:8][C:6]([O:5][C:1]([CH3:4])([CH3:2])[CH3:3])=[O:7])[CH:10]=2)=[O:20])=[C:42]([F:45])[C:41]([F:46])=[C:40]([F:47])[C:39]=1[F:48]. (6) Given the reactants [C:1]([O:5][C:6]([N:8]1[CH2:13][C@H:12]([CH2:14][CH3:15])[N:11]([CH2:16][C:17]([O:19]CC2C=CC=CC=2)=[O:18])[CH2:10][C@H:9]1[CH3:27])=[O:7])([CH3:4])([CH3:3])[CH3:2], predict the reaction product. The product is: [C:1]([O:5][C:6]([N:8]1[CH2:13][C@H:12]([CH2:14][CH3:15])[N:11]([CH2:16][C:17]([OH:19])=[O:18])[CH2:10][C@H:9]1[CH3:27])=[O:7])([CH3:2])([CH3:3])[CH3:4]. (7) Given the reactants [CH3:1][C:2]1[C:10]2[C:5](=[N:6][CH:7]=[C:8]([N+:11]([O-])=O)[CH:9]=2)[NH:4][N:3]=1, predict the reaction product. The product is: [CH3:1][C:2]1[C:10]2[C:5](=[N:6][CH:7]=[C:8]([NH2:11])[CH:9]=2)[NH:4][N:3]=1. (8) Given the reactants [Br:1][C:2]1[CH:3]=[C:4]2[C:8](=[CH:9][CH:10]=1)[CH:7]([OH:11])[CH2:6][CH2:5]2.C(N(CC)CC)C.CN(C1C=CC=CN=1)C.[CH3:28][C:29]([Si:32](Cl)([CH3:34])[CH3:33])([CH3:31])[CH3:30], predict the reaction product. The product is: [Br:1][C:2]1[CH:3]=[C:4]2[C:8](=[CH:9][CH:10]=1)[CH:7]([O:11][Si:32]([C:29]([CH3:31])([CH3:30])[CH3:28])([CH3:34])[CH3:33])[CH2:6][CH2:5]2. (9) The product is: [CH2:39]([CH:5]([CH2:3][CH3:4])[C@H:6]([NH:29][C:30]([C@H:32]1[CH2:37][CH2:36][CH2:35][CH2:34][N:33]1[CH3:38])=[O:31])[C:7]([N:9]([C@@H:13]([CH:26]([CH3:27])[CH3:28])[CH2:14][C@H:15]([C:17]1[S:18][CH:19]=[C:20]([C:22]([OH:24])=[O:23])[N:21]=1)[OH:16])[CH2:10][CH2:11][CH3:12])=[O:8])[CH3:40]. Given the reactants [Li+].[OH-].[CH2:3]([CH:5]([CH2:39][CH3:40])[C@H:6]([NH:29][C:30]([C@H:32]1[CH2:37][CH2:36][CH2:35][CH2:34][N:33]1[CH3:38])=[O:31])[C:7]([N:9]([C@@H:13]([CH:26]([CH3:28])[CH3:27])[CH2:14][C@H:15]([C:17]1[S:18][CH:19]=[C:20]([C:22]([O:24]C)=[O:23])[N:21]=1)[OH:16])[CH2:10][CH2:11][CH3:12])=[O:8])[CH3:4], predict the reaction product. (10) Given the reactants [OH:1][C:2]1[CH:9]=[CH:8][C:5]([CH2:6][OH:7])=[CH:4][CH:3]=1.[CH3:10][CH:11]([CH3:21])[CH2:12][CH2:13][CH2:14][CH2:15][CH2:16][CH2:17][C:18](O)=[O:19].O, predict the reaction product. The product is: [CH3:10][CH:11]([CH3:21])[CH2:12][CH2:13][CH2:14][CH2:15][CH2:16][CH2:17][C:18]([O:7][CH2:6][C:5]1[CH:8]=[CH:9][C:2]([OH:1])=[CH:3][CH:4]=1)=[O:19].